This data is from Forward reaction prediction with 1.9M reactions from USPTO patents (1976-2016). The task is: Predict the product of the given reaction. (1) Given the reactants C1(S([N:10]2[C:14]3=[N:15][CH:16]=[C:17]([C:19]4[CH:20]=[N:21][NH:22][CH:23]=4)[CH:18]=[C:13]3[C:12]([C:24]3[N:29]=[C:28]([NH:30][C@H:31]4[CH2:36][CH2:35][C@H:34]([OH:37])[CH2:33][CH2:32]4)[CH:27]=[N:26][CH:25]=3)=[CH:11]2)(=O)=O)C=CC=CC=1.C(=O)([O-])[O-].[K+].[K+], predict the reaction product. The product is: [NH:21]1[CH:20]=[C:19]([C:17]2[CH:18]=[C:13]3[C:12]([C:24]4[N:29]=[C:28]([NH:30][C@H:31]5[CH2:32][CH2:33][C@H:34]([OH:37])[CH2:35][CH2:36]5)[CH:27]=[N:26][CH:25]=4)=[CH:11][NH:10][C:14]3=[N:15][CH:16]=2)[CH:23]=[N:22]1. (2) The product is: [N+:22]([C:19]1[CH:20]=[CH:21][C:16]([CH2:14][OH:13])=[N:17][CH:18]=1)([O-:24])=[O:23]. Given the reactants [H-].C([Al+]CC(C)C)C(C)C.C([O:13][C:14]([C:16]1[CH:21]=[CH:20][C:19]([N+:22]([O-:24])=[O:23])=[CH:18][N:17]=1)=O)C, predict the reaction product. (3) Given the reactants [CH3:1][CH:2]([CH2:5][S:6][C:7]1[CH:12]=[CH:11][CH:10]=[CH:9][CH:8]=1)[CH:3]=[O:4].[CH2:13]=[CH:14][CH:15](O)[CH2:16][CH3:17].C1(C)C=CC(S(O)(=O)=O)=CC=1, predict the reaction product. The product is: [CH3:1][C:2]([CH2:5][S:6][C:7]1[CH:12]=[CH:11][CH:10]=[CH:9][CH:8]=1)([CH2:13]/[CH:14]=[CH:15]/[CH2:16][CH3:17])[CH:3]=[O:4]. (4) Given the reactants [Si:1]([O:18][CH2:19][C@@H:20]([NH:24][C:25](=[O:31])[O:26][C:27]([CH3:30])([CH3:29])[CH3:28])[CH2:21][CH2:22][OH:23])([C:14]([CH3:17])([CH3:16])[CH3:15])([C:8]1[CH:13]=[CH:12][CH:11]=[CH:10][CH:9]=1)[C:2]1[CH:7]=[CH:6][CH:5]=[CH:4][CH:3]=1.N[C@H](C(O)=O)CC(O)=O.CCN(C(C)C)C(C)C.CS(C)=O, predict the reaction product. The product is: [Si:1]([O:18][CH2:19][C@@H:20]([NH:24][C:25](=[O:31])[O:26][C:27]([CH3:30])([CH3:29])[CH3:28])[CH2:21][CH:22]=[O:23])([C:14]([CH3:16])([CH3:17])[CH3:15])([C:8]1[CH:13]=[CH:12][CH:11]=[CH:10][CH:9]=1)[C:2]1[CH:3]=[CH:4][CH:5]=[CH:6][CH:7]=1. (5) Given the reactants [CH:1](/[Mg]Br)=[CH:2]/C.[N:6]1([CH:11]([CH3:14])[C:12]#N)[CH2:10][CH2:9][CH2:8][CH2:7]1.O.C(O)(=O)C, predict the reaction product. The product is: [CH3:14][CH:11]([N:6]1[CH2:10][CH2:9][CH2:8][CH2:7]1)/[CH:12]=[CH:1]\[CH3:2]. (6) Given the reactants I[C:2]1[C:10]2[C:5](=[N:6][CH:7]=[N:8][C:9]=2[NH2:11])[N:4]([CH:12]([C:14]2[CH:15]=[C:16]3[N:21]([C:22]=2[C:23]2[CH:28]=[CH:27][CH:26]=[CH:25][N:24]=2)[CH:20]=[CH:19][CH:18]=[CH:17]3)[CH3:13])[N:3]=1.[F:29][C:30]1[CH:31]=[C:32](B(O)O)[CH:33]=[C:34]([O:36][CH3:37])[CH:35]=1.CCO.C([O-])([O-])=O.[Na+].[Na+], predict the reaction product. The product is: [F:29][C:30]1[CH:31]=[C:32]([C:2]2[C:10]3[C:5](=[N:6][CH:7]=[N:8][C:9]=3[NH2:11])[N:4]([CH:12]([C:14]3[CH:15]=[C:16]4[N:21]([C:22]=3[C:23]3[CH:28]=[CH:27][CH:26]=[CH:25][N:24]=3)[CH:20]=[CH:19][CH:18]=[CH:17]4)[CH3:13])[N:3]=2)[CH:33]=[C:34]([O:36][CH3:37])[CH:35]=1. (7) The product is: [F:1][C:2]1([F:20])[CH2:5][N:4]([C:6]2[C:7]([O:14][CH2:15][C:16]([F:19])([F:18])[F:17])=[CH:8][C:9]([C:12]([OH:25])=[O:21])=[N:10][CH:11]=2)[CH2:3]1. Given the reactants [F:1][C:2]1([F:20])[CH2:5][N:4]([C:6]2[C:7]([O:14][CH2:15][C:16]([F:19])([F:18])[F:17])=[CH:8][C:9]([C:12]#N)=[N:10][CH:11]=2)[CH2:3]1.[OH-:21].[K+].C(OCC)(=[O:25])C.Cl, predict the reaction product. (8) Given the reactants [NH2:1][C:2](=O)[C:3]([CH3:41])([CH3:40])[CH2:4][NH:5][C:6]([C:8]1[S:9][C:10]([C:22]2[CH:27]=[CH:26][C:25]([C:28]([OH:37])([C:33]([F:36])([F:35])[F:34])[C:29]([F:32])([F:31])[F:30])=[C:24]([Cl:38])[C:23]=2[Cl:39])=[C:11]([C:13]([N:15]2[CH2:20][CH2:19][CH2:18][CH2:17][C@@H:16]2[CH3:21])=[O:14])[N:12]=1)=[O:7].C(OC(C(F)(F)F)=O)(C(F)(F)F)=O, predict the reaction product. The product is: [C:2]([C:3]([CH3:40])([CH3:41])[CH2:4][NH:5][C:6]([C:8]1[S:9][C:10]([C:22]2[CH:27]=[CH:26][C:25]([C:28]([OH:37])([C:33]([F:36])([F:35])[F:34])[C:29]([F:30])([F:31])[F:32])=[C:24]([Cl:38])[C:23]=2[Cl:39])=[C:11]([C:13]([N:15]2[CH2:20][CH2:19][CH2:18][CH2:17][C@@H:16]2[CH3:21])=[O:14])[N:12]=1)=[O:7])#[N:1].